From a dataset of Forward reaction prediction with 1.9M reactions from USPTO patents (1976-2016). Predict the product of the given reaction. (1) Given the reactants C([O:3][C:4]([C:6]1[CH:10]=[C:9]([C:11]([F:14])([F:13])[F:12])[O:8][N:7]=1)=O)C.[H-].[Na+].Cl, predict the reaction product. The product is: [F:14][C:11]([F:12])([F:13])[C:9]1[O:8][N:7]=[C:6]([CH2:4][OH:3])[CH:10]=1. (2) Given the reactants [OH:1][C:2]1[N:6]([C:7]2[CH:15]=[CH:14][C:10]([C:11](O)=[O:12])=[CH:9][N:8]=2)[N:5]=[CH:4][C:3]=1[C:16]1[CH:21]=[CH:20][N:19]=[C:18]([O:22][CH3:23])[CH:17]=1.CCN=C=NCCCN(C)C.C1C=CC2N(O)N=NC=2C=1.[O:45]1[CH2:50][CH2:49][CH:48]([CH2:51][NH2:52])[CH2:47][CH2:46]1.CCN(C(C)C)C(C)C, predict the reaction product. The product is: [OH:1][C:2]1[N:6]([C:7]2[CH:15]=[CH:14][C:10]([C:11]([NH:52][CH2:51][CH:48]3[CH2:49][CH2:50][O:45][CH2:46][CH2:47]3)=[O:12])=[CH:9][N:8]=2)[N:5]=[CH:4][C:3]=1[C:16]1[CH:21]=[CH:20][N:19]=[C:18]([O:22][CH3:23])[CH:17]=1. (3) Given the reactants [CH3:1][O:2][C:3]1[CH:13]=[CH:12][C:6]2[NH:7][C:8](=[O:11])[CH2:9][O:10][C:5]=2[CH:4]=1.[N+:14]([O-])([OH:16])=[O:15], predict the reaction product. The product is: [CH3:1][O:2][C:3]1[C:13]([N+:14]([O-:16])=[O:15])=[CH:12][C:6]2[NH:7][C:8](=[O:11])[CH2:9][O:10][C:5]=2[CH:4]=1. (4) Given the reactants C[O:2][C:3]1[N:8]=[N:7][C:6]([C:9]2[CH:28]=[CH:27][C:12]3[N:13]=[C:14]([N:16]4[CH2:20][CH2:19][C@@H:18]([N:21]5[CH2:26][CH2:25][CH2:24][CH2:23][CH2:22]5)[CH2:17]4)[S:15][C:11]=3[CH:10]=2)=[CH:5][CH:4]=1.Br, predict the reaction product. The product is: [N:21]1([C@@H:18]2[CH2:19][CH2:20][N:16]([C:14]3[S:15][C:11]4[CH:10]=[C:9]([C:6]5[N:7]=[N:8][C:3]([OH:2])=[CH:4][CH:5]=5)[CH:28]=[CH:27][C:12]=4[N:13]=3)[CH2:17]2)[CH2:22][CH2:23][CH2:24][CH2:25][CH2:26]1. (5) Given the reactants Cl.[CH:2]1([C@@H:6]([NH2:8])[CH3:7])[CH2:5][CH2:4][CH2:3]1.O=C1[C:18]2[C:13](=[CH:14][CH:15]=[CH:16][C:17]=2NC(=O)C)[CH2:12][CH2:11]1.C([O-])([O-])=O.[K+].[K+], predict the reaction product. The product is: [CH:2]1([C@@H:6]([NH:8][CH:12]([C:13]2[CH:18]=[CH:17][CH:16]=[CH:15][CH:14]=2)[CH3:11])[CH3:7])[CH2:5][CH2:4][CH2:3]1.